Predict which catalyst facilitates the given reaction. From a dataset of Catalyst prediction with 721,799 reactions and 888 catalyst types from USPTO. (1) Reactant: [C:1]([C:3]1[CH:8]=[CH:7][C:6]([CH:9]2[C:18]3[C:17](=[O:19])[CH2:16][CH2:15][CH2:14][C:13]=3[N:12]([C:20]3[CH:25]=[CH:24][CH:23]=[C:22]([C:26]([F:29])([F:28])[F:27])[CH:21]=3)[C:11](=[O:30])[N:10]2[C:31]([NH:33][CH:34]2[CH2:39][CH2:38][S:37](=[O:40])[CH2:36][CH2:35]2)=[O:32])=[CH:5][CH:4]=1)#[N:2].C1(C)C=C(C)C=C(C)C=1S(O[NH2:53])(=O)=O. Product: [C:1]([C:3]1[CH:8]=[CH:7][C:6]([CH:9]2[C:18]3[C:17](=[O:19])[CH2:16][CH2:15][CH2:14][C:13]=3[N:12]([C:20]3[CH:25]=[CH:24][CH:23]=[C:22]([C:26]([F:29])([F:28])[F:27])[CH:21]=3)[C:11](=[O:30])[N:10]2[C:31]([NH:33][CH:34]2[CH2:39][CH2:38][S:37](=[NH:53])(=[O:40])[CH2:36][CH2:35]2)=[O:32])=[CH:5][CH:4]=1)#[N:2]. The catalyst class is: 4. (2) Reactant: [N+:1]([C:4]1[CH:5]=[CH:6][C:7]([O:10][C:11]2[CH:12]=[CH:13][C:14]3[O:19][CH:18]([C:20]4[CH:25]=[CH:24][CH:23]=[CH:22][CH:21]=4)[CH2:17][S:16][C:15]=3[CH:26]=2)=[N:8][CH:9]=1)([O-:3])=[O:2].[OH2:27]. Product: [N+:1]([C:4]1[CH:5]=[CH:6][C:7]([O:10][C:11]2[CH:12]=[CH:13][C:14]3[O:19][CH:18]([C:20]4[CH:25]=[CH:24][CH:23]=[CH:22][CH:21]=4)[CH2:17][S:16](=[O:27])[C:15]=3[CH:26]=2)=[N:8][CH:9]=1)([O-:3])=[O:2]. The catalyst class is: 5. (3) The catalyst class is: 3. Product: [F:30][C:27]([F:28])([F:29])[C:24]1[CH:23]=[CH:22][C:21]([C:19]2[CH:20]=[CH:15][N:16]=[C:17]([O:1][C:2]3[CH:11]=[C:10]4[C:5]([CH:6]=[CH:7][CH:8]=[N:9]4)=[CH:4][CH:3]=3)[CH:18]=2)=[CH:26][CH:25]=1. Reactant: [OH:1][C:2]1[CH:11]=[C:10]2[C:5]([CH:6]=[CH:7][CH:8]=[N:9]2)=[CH:4][CH:3]=1.[H-].[Na+].Cl[C:15]1[CH:20]=[C:19]([C:21]2[CH:26]=[CH:25][C:24]([C:27]([F:30])([F:29])[F:28])=[CH:23][CH:22]=2)[CH:18]=[CH:17][N:16]=1. (4) Reactant: [CH3:1][O:2][C:3]([C@H:5]1[CH2:9][C@H:8]([OH:10])[C@@H:7]([N:11]=[N+]=[N-])[CH2:6]1)=[O:4]. Product: [CH3:1][O:2][C:3]([C@H:5]1[CH2:9][C@H:8]([OH:10])[C@@H:7]([NH2:11])[CH2:6]1)=[O:4]. The catalyst class is: 5.